This data is from Peptide-MHC class I binding affinity with 185,985 pairs from IEDB/IMGT. The task is: Regression. Given a peptide amino acid sequence and an MHC pseudo amino acid sequence, predict their binding affinity value. This is MHC class I binding data. (1) The peptide sequence is NSYSLIRLSH. The MHC is HLA-A03:01 with pseudo-sequence HLA-A03:01. The binding affinity (normalized) is 0.149. (2) The peptide sequence is VQRQIQVHA. The MHC is HLA-A02:03 with pseudo-sequence HLA-A02:03. The binding affinity (normalized) is 0.404.